This data is from Forward reaction prediction with 1.9M reactions from USPTO patents (1976-2016). The task is: Predict the product of the given reaction. Given the reactants [F:1][C:2]([F:16])([F:15])[C:3]([C:6]1[CH:11]=[CH:10][C:9]([O:12][CH3:13])=[C:8]([CH3:14])[CH:7]=1)([OH:5])[CH3:4].[H-].[Na+].I[CH3:20].O, predict the reaction product. The product is: [CH3:13][O:12][C:9]1[CH:10]=[CH:11][C:6]([C:3]([O:5][CH3:20])([CH3:4])[C:2]([F:15])([F:16])[F:1])=[CH:7][C:8]=1[CH3:14].